Dataset: Full USPTO retrosynthesis dataset with 1.9M reactions from patents (1976-2016). Task: Predict the reactants needed to synthesize the given product. (1) The reactants are: [C:1]([NH2:9])(=[O:8])[C:2]1[CH:7]=[CH:6][CH:5]=[CH:4][CH:3]=1.B1(B2OC(C)(C)C(C)(C)O2)OC(C)(C)C(C)(C)O1.C([O-])(=O)C.[K+].BrC1C(Cl)=CC([C:41]([F:44])([F:43])[F:42])=CN=1.C(=O)([O-])[O-].[Na+].[Na+]. Given the product [F:42][C:41]([F:44])([F:43])[C:3]1[CH:4]=[CH:5][CH:6]=[CH:7][C:2]=1[C:1]([NH2:9])=[O:8], predict the reactants needed to synthesize it. (2) Given the product [F:1][C:2]1[CH:7]=[CH:6][CH:5]=[C:4]([F:8])[C:3]=1[S:15][CH3:14], predict the reactants needed to synthesize it. The reactants are: [F:1][C:2]1[CH:7]=[CH:6][CH:5]=[C:4]([F:8])[CH:3]=1.C([Li])CCC.[CH3:14][S:15]SC. (3) Given the product [NH:10]1[CH:11]=[C:7]([C:3]2[CH:2]=[N:1][CH:6]=[CH:5][CH:4]=2)[N:8]=[CH:9]1, predict the reactants needed to synthesize it. The reactants are: [N:1]1[CH:6]=[CH:5][CH:4]=[C:3]([C:7]2[NH:8][C:9](=S)[NH:10][CH:11]=2)[CH:2]=1.N([O-])=O.[Na+].[N+]([O-])(O)=O. (4) Given the product [CH3:9][C@@H:8]1[CH2:7][CH2:6][CH2:5][N:4]([C:10]([C:12]2[C:17]([N:18]3[N:22]=[CH:21][CH:20]=[N:19]3)=[CH:16][CH:15]=[C:14]([CH3:23])[N:13]=2)=[O:11])[C@@H:3]1[CH2:2][NH:1][C:25]1[CH:30]=[CH:29][C:28]([C:31]([F:34])([F:33])[F:32])=[CH:27][N:26]=1, predict the reactants needed to synthesize it. The reactants are: [NH2:1][CH2:2][C@@H:3]1[C@H:8]([CH3:9])[CH2:7][CH2:6][CH2:5][N:4]1[C:10]([C:12]1[C:17]([N:18]2[N:22]=[CH:21][CH:20]=[N:19]2)=[CH:16][CH:15]=[C:14]([CH3:23])[N:13]=1)=[O:11].F[C:25]1[CH:30]=[CH:29][C:28]([C:31]([F:34])([F:33])[F:32])=[CH:27][N:26]=1. (5) Given the product [ClH:17].[Cl:17][C:18]1[CH:26]=[CH:25][CH:24]=[C:23]([F:27])[C:19]=1[C:20]([NH:1][C:2]1[CH:7]=[CH:6][CH:5]=[C:4]([C:8]([CH:10]2[CH2:15][CH2:14][N:13]([CH3:16])[CH2:12][CH2:11]2)=[O:9])[N:3]=1)=[O:21], predict the reactants needed to synthesize it. The reactants are: [NH2:1][C:2]1[CH:7]=[CH:6][CH:5]=[C:4]([C:8]([CH:10]2[CH2:15][CH2:14][N:13]([CH3:16])[CH2:12][CH2:11]2)=[O:9])[N:3]=1.[Cl:17][C:18]1[CH:26]=[CH:25][CH:24]=[C:23]([F:27])[C:19]=1[C:20](Cl)=[O:21]. (6) Given the product [C:25]1([CH2:31][CH2:32][C:33]([NH:1][C:2]2[CH:7]=[CH:6][C:5]([N:8]3[C:14](=[O:15])[CH2:13][C:12](=[O:16])[NH:11][C:10]4[C:17]5[C:22]([CH:23]=[CH:24][C:9]3=4)=[CH:21][CH:20]=[CH:19][CH:18]=5)=[CH:4][CH:3]=2)=[O:34])[CH:30]=[CH:29][CH:28]=[CH:27][CH:26]=1, predict the reactants needed to synthesize it. The reactants are: [NH2:1][C:2]1[CH:7]=[CH:6][C:5]([N:8]2[C:14](=[O:15])[CH2:13][C:12](=[O:16])[NH:11][C:10]3[C:17]4[C:22]([CH:23]=[CH:24][C:9]2=3)=[CH:21][CH:20]=[CH:19][CH:18]=4)=[CH:4][CH:3]=1.[C:25]1([CH2:31][CH2:32][C:33](Cl)=[O:34])[CH:30]=[CH:29][CH:28]=[CH:27][CH:26]=1.C(NC1C=CC(N2C(=O)CC(=O)NC3C4C(C=CC2=3)=CC=CC=4)=CC=1)(=O)C1C=CC=CC=1. (7) The reactants are: [N:1]1[C:10]2[C:5](=[CH:6][CH:7]=[CH:8][CH:9]=2)[CH:4]=[C:3]([NH:11][C:12]([C:14]2[CH:15]=[C:16]3[C:20](=[CH:21][CH:22]=2)[NH:19][CH2:18][CH2:17]3)=[O:13])[CH:2]=1.C(N(CC)C(C)C)(C)C.[C:32](Cl)(=[O:34])[CH3:33]. Given the product [N:1]1[C:10]2[C:5](=[CH:6][CH:7]=[CH:8][CH:9]=2)[CH:4]=[C:3]([NH:11][C:12]([C:14]2[CH:15]=[C:16]3[C:20](=[CH:21][CH:22]=2)[N:19]([C:32](=[O:34])[CH3:33])[CH2:18][CH2:17]3)=[O:13])[CH:2]=1, predict the reactants needed to synthesize it.